Dataset: Peptide-MHC class I binding affinity with 185,985 pairs from IEDB/IMGT. Task: Regression. Given a peptide amino acid sequence and an MHC pseudo amino acid sequence, predict their binding affinity value. This is MHC class I binding data. The peptide sequence is VDFLEENITAL. The MHC is H-2-Kk with pseudo-sequence H-2-Kk. The binding affinity (normalized) is 0.204.